Dataset: Reaction yield outcomes from USPTO patents with 853,638 reactions. Task: Predict the reaction yield, written as a fraction of the theoretical maximum amount of product (1.0 means a 100% yield; for example, 0.34 means a 34% yield). (1) The reactants are [CH:1]1([C@@H:6]2[NH:11][C:10](=[O:12])[C@H:9]([CH2:13][CH:14]([CH3:16])[CH3:15])[NH:8][CH2:7]2)[CH2:5][CH2:4][CH2:3][CH2:2]1.[Cl:17][C:18]1[CH:23]=[CH:22][C:21]([C:24]2[CH:28]=[C:27]([C:29](O)=[O:30])[O:26][N:25]=2)=[CH:20][CH:19]=1.C([C@@H]1N(C([C@@H]2C[C@H]2C2C=CC=CC=2)=O)C[C@H](CC(C)C)NC1=O)C(C)C. No catalyst specified. The product is [Cl:17][C:18]1[CH:19]=[CH:20][C:21]([C:24]2[CH:28]=[C:27]([C:29]([N:8]3[CH2:7][C@H:6]([CH:1]4[CH2:2][CH2:3][CH2:4][CH2:5]4)[NH:11][C:10](=[O:12])[C@@H:9]3[CH2:13][CH:14]([CH3:16])[CH3:15])=[O:30])[O:26][N:25]=2)=[CH:22][CH:23]=1. The yield is 0.850. (2) The reactants are I[C:2]1[CH:3]=[C:4]([C:8]2[O:12][N:11]=[C:10]([CH2:13][S:14][C:15]3[N:19]([CH3:20])[C:18]([C:21]4[S:22][CH:23]=[CH:24][CH:25]=4)=[N:17][N:16]=3)[N:9]=2)[CH:5]=[CH:6][CH:7]=1.[O:26]1[CH:30]=[CH:29][C:28](B(O)O)=[CH:27]1.COCCOC.C(=O)([O-])[O-].[Na+].[Na+]. The catalyst is C(OCC)(=O)C.C1C=CC([P]([Pd]([P](C2C=CC=CC=2)(C2C=CC=CC=2)C2C=CC=CC=2)([P](C2C=CC=CC=2)(C2C=CC=CC=2)C2C=CC=CC=2)[P](C2C=CC=CC=2)(C2C=CC=CC=2)C2C=CC=CC=2)(C2C=CC=CC=2)C2C=CC=CC=2)=CC=1. The product is [O:26]1[CH:30]=[CH:29][C:28]([C:2]2[CH:3]=[C:4]([C:8]3[O:12][N:11]=[C:10]([CH2:13][S:14][C:15]4[N:19]([CH3:20])[C:18]([C:21]5[S:22][CH:23]=[CH:24][CH:25]=5)=[N:17][N:16]=4)[N:9]=3)[CH:5]=[CH:6][CH:7]=2)=[CH:27]1. The yield is 0.570. (3) The reactants are C(OC([NH:8][C@H:9]([CH2:31][C:32]1[CH:37]=[CH:36][CH:35]=[CH:34][CH:33]=1)[CH2:10][N:11]([CH2:14][C@H:15]([NH:23][C:24]([O:26][C:27](C)(C)[CH3:28])=[O:25])[CH2:16][C:17]1[CH:22]=[CH:21][CH:20]=[CH:19][CH:18]=1)[CH2:12][CH3:13])=O)(C)(C)C.FC(F)(F)C(O)=O.[C:45](=[O:63])([O:56][CH2:57][C:58]1[S:62][CH:61]=[N:60][CH:59]=1)OC1C=CC([N+]([O-])=O)=CC=1. The catalyst is ClCCl.C(OCC)(=O)C. The product is [CH2:12]([N:11]([CH2:10][C@@H:9]([NH:8][C:45]([O:56][CH2:57][C:58]1[S:62][CH:61]=[N:60][CH:59]=1)=[O:63])[CH2:31][C:32]1[CH:33]=[CH:34][CH:35]=[CH:36][CH:37]=1)[CH2:14][C@@H:15]([NH:23][C:24]([O:26][CH2:27][C:28]1[S:62][CH:61]=[N:60][CH:59]=1)=[O:25])[CH2:16][C:17]1[CH:22]=[CH:21][CH:20]=[CH:19][CH:18]=1)[CH3:13]. The yield is 0.310. (4) The reactants are [F:1][C:2]1[C:10]2[N:9]=[CH:8][NH:7][C:6]=2[CH:5]=[CH:4][C:3]=1[F:11].C(N(CC)CC)C.Br[CH2:20][C:21]([NH:23][C:24]1[CH:29]=[CH:28][CH:27]=[C:26]([C:30]([F:33])([F:32])[F:31])[CH:25]=1)=[O:22]. The catalyst is C1(C)C=CC=CC=1.C(OCC)(=O)C. The product is [F:11][C:3]1[CH:4]=[CH:5][C:6]2[N:7]=[CH:8][N:9]([CH2:20][C:21]([NH:23][C:24]3[CH:29]=[CH:28][CH:27]=[C:26]([C:30]([F:31])([F:32])[F:33])[CH:25]=3)=[O:22])[C:10]=2[C:2]=1[F:1]. The yield is 0.250. (5) The yield is 0.570. The reactants are Cl[C:2]1[CH:7]=[C:6]([C:8]2C=CC(F)=CC=2)C=C[N:3]=1.N[C:16]1[N:20]([CH3:21])[C:19]2[CH:22]=[CH:23][CH:24]=[CH:25][C:18]=2[N:17]=1.C[C:27]1(C)[C:53]2[C:48](=[C:49](P(C3C=CC=CC=3)C3C=CC=CC=3)[CH:50]=[CH:51][CH:52]=2)[O:47][C:29]2[C:30](P(C3C=CC=CC=3)C3C=CC=CC=3)=CC=CC1=2.C([O-])([O-])=[O:69].[Cs+].[Cs+].[OH2:74]. The product is [O:74]1[C:25]2[CH:24]=[CH:23][CH:22]=[CH:19][C:18]=2[N:17]=[C:16]1[N:20]([C:21]1[CH:8]=[CH:6][CH:7]=[CH:2][N:3]=1)[CH2:27][CH2:53][CH2:52][CH2:51][CH2:50][CH2:49][C:48]([O:47][CH2:29][CH3:30])=[O:69]. The catalyst is O1CCOCC1.C1C=CC(/C=C/C(/C=C/C2C=CC=CC=2)=O)=CC=1.C1C=CC(/C=C/C(/C=C/C2C=CC=CC=2)=O)=CC=1.C1C=CC(/C=C/C(/C=C/C2C=CC=CC=2)=O)=CC=1.[Pd].[Pd]. (6) The reactants are [F:1][C:2]1[CH:7]=[CH:6][C:5]([O:8][C:9]2[CH:14]=[CH:13][C:12]([CH2:15][CH2:16][OH:17])=[CH:11][CH:10]=2)=[CH:4][CH:3]=1.[N:18]#[C:19][NH2:20].FC(F)(F)S(O)(=O)=O. The catalyst is C1COCC1. The product is [C:19](=[NH:18])([O:17][CH2:16][CH2:15][C:12]1[CH:13]=[CH:14][C:9]([O:8][C:5]2[CH:6]=[CH:7][C:2]([F:1])=[CH:3][CH:4]=2)=[CH:10][CH:11]=1)[NH2:20]. The yield is 0.327. (7) The reactants are [OH:1][C:2]1[CH:7]=[CH:6][C:5]([C:8]2[CH:9]=[C:10]3[C:15](=[CH:16][CH:17]=2)[N:14]=[C:13]([C:18]([O:20][CH3:21])=[O:19])[CH:12]=[CH:11]3)=[CH:4][CH:3]=1.[Cl:22][C:23]1[CH:28]=[CH:27][CH:26]=[C:25]([Cl:29])[C:24]=1[C:30]1[C:34]([CH2:35][CH2:36][CH2:37]O)=[C:33]([CH:39]([CH3:41])[CH3:40])[O:32][N:31]=1.C1(P(C2C=CC=CC=2)C2C=CC=CC=2)C=CC=CC=1.N(C(OC(C)C)=O)=NC(OC(C)C)=O. The catalyst is ClCCl. The product is [Cl:29][C:25]1[CH:26]=[CH:27][CH:28]=[C:23]([Cl:22])[C:24]=1[C:30]1[C:34]([CH2:35][CH2:36][CH2:37][O:1][C:2]2[CH:7]=[CH:6][C:5]([C:8]3[CH:9]=[C:10]4[C:15](=[CH:16][CH:17]=3)[N:14]=[C:13]([C:18]([O:20][CH3:21])=[O:19])[CH:12]=[CH:11]4)=[CH:4][CH:3]=2)=[C:33]([CH:39]([CH3:40])[CH3:41])[O:32][N:31]=1. The yield is 0.220. (8) The reactants are [C:1]([O:5][C:6]([NH:8][C:9]1[C:10]([CH3:21])=[N:11][C:12]([O:16][CH2:17][C:18]([OH:20])=O)=[N:13][C:14]=1[CH3:15])=[O:7])([CH3:4])([CH3:3])[CH3:2].[CH:22]1([CH2:25][N:26]2[CH2:31][CH2:30][CH:29]([NH:32][CH3:33])[CH2:28][CH2:27]2)[CH2:24][CH2:23]1.C(N(CC)CC)C. The catalyst is C(#N)C. The product is [CH:22]1([CH2:25][N:26]2[CH2:31][CH2:30][CH:29]([N:32]([CH3:33])[C:18](=[O:20])[CH2:17][O:16][C:12]3[N:13]=[C:14]([CH3:15])[C:9]([NH:8][C:6](=[O:7])[O:5][C:1]([CH3:2])([CH3:3])[CH3:4])=[C:10]([CH3:21])[N:11]=3)[CH2:28][CH2:27]2)[CH2:23][CH2:24]1. The yield is 0.520. (9) The reactants are [Cl:1][C:2]1[N:7]=[C:6]([Cl:8])[CH:5]=[C:4]([Cl:9])[N:3]=1.[Mg+2].[Cl-].[Cl-].[I:13]I. The catalyst is C1COCC1. The product is [I:13][C:5]1[C:4]([Cl:9])=[N:3][C:2]([Cl:1])=[N:7][C:6]=1[Cl:8]. The yield is 0.780.